From a dataset of Forward reaction prediction with 1.9M reactions from USPTO patents (1976-2016). Predict the product of the given reaction. (1) Given the reactants [CH3:1][N:2]1[C:7](=[O:8])[C:6]([NH:9][C:10]2[CH:15]=[CH:14][C:13]([N:16]3[CH2:21][CH2:20][N:19]([CH:22]4[CH2:25][O:24][CH2:23]4)[CH2:18][CH2:17]3)=[CH:12][N:11]=2)=[CH:5][C:4]([C:26]2[CH:33]=[N:32][CH:31]=[C:30]([N:34]3[CH2:46][CH2:45][C:44]4[N:43]5[C:38]([CH2:39][CH2:40][CH2:41][CH2:42]5)=[CH:37][C:36]=4[C:35]3=[O:47])[C:27]=2[CH:28]=[O:29])=[CH:3]1.[BH4-].[Na+], predict the reaction product. The product is: [OH:29][CH2:28][C:27]1[C:26]([C:4]2[CH:5]=[C:6]([NH:9][C:10]3[CH:15]=[CH:14][C:13]([N:16]4[CH2:17][CH2:18][N:19]([CH:22]5[CH2:25][O:24][CH2:23]5)[CH2:20][CH2:21]4)=[CH:12][N:11]=3)[C:7](=[O:8])[N:2]([CH3:1])[CH:3]=2)=[CH:33][N:32]=[CH:31][C:30]=1[N:34]1[CH2:46][CH2:45][C:44]2[N:43]3[C:38]([CH2:39][CH2:40][CH2:41][CH2:42]3)=[CH:37][C:36]=2[C:35]1=[O:47]. (2) Given the reactants [CH3:1][C:2]1([CH3:11])[C:5](=[O:6])[CH2:4][CH:3]1[C:7]([O:9]C)=[O:8].[OH-].[Na+], predict the reaction product. The product is: [CH3:1][C:2]1([CH3:11])[C:5](=[O:6])[CH2:4][CH:3]1[C:7]([OH:9])=[O:8]. (3) Given the reactants [C:1]([N:8]([CH2:12][CH2:13][OH:14])[CH2:9][CH2:10][OH:11])([O:3][C:4]([CH3:7])([CH3:6])[CH3:5])=[O:2].Cl[C:16](OCC)=[O:17].C(N(CC)CC)C, predict the reaction product. The product is: [C:1]([N:8]1[CH2:9][CH2:10][O:11][C:16](=[O:17])[O:14][CH2:13][CH2:12]1)([O:3][C:4]([CH3:6])([CH3:7])[CH3:5])=[O:2]. (4) Given the reactants [NH2:1][C:2]1[CH:3]=[C:4]2[C:9](=[C:10]([Cl:12])[CH:11]=1)[N:8]=[CH:7][C:6]([C:13]#[N:14])=[C:5]2[NH:15][C:16]1[CH:21]=[CH:20][C:19]([F:22])=[C:18]([Cl:23])[CH:17]=1.[CH3:24][N:25]1[CH:29]=[C:28]([CH:30]=O)[N:27]=[CH:26]1.[BH3-]C#N.[Na+], predict the reaction product. The product is: [Cl:12][C:10]1[CH:11]=[C:2]([NH:1][CH2:30][C:28]2[N:27]=[CH:26][N:25]([CH3:24])[CH:29]=2)[CH:3]=[C:4]2[C:9]=1[N:8]=[CH:7][C:6]([C:13]#[N:14])=[C:5]2[NH:15][C:16]1[CH:21]=[CH:20][C:19]([F:22])=[C:18]([Cl:23])[CH:17]=1. (5) Given the reactants [CH3:1]OC(OC)OC.[CH3:8][C:9]1([CH3:17])[O:14][C:13](=[O:15])[CH2:12][C:11](=[O:16])[O:10]1.[CH3:18][O:19][C:20]1[CH:33]=[CH:32][C:23]([CH2:24][N:25]2[C:29]([NH2:30])=[CH:28][C:27]([CH3:31])=[N:26]2)=[CH:22][CH:21]=1, predict the reaction product. The product is: [CH3:18][O:19][C:20]1[CH:21]=[CH:22][C:23]([CH2:24][N:25]2[C:29]([NH:30][CH:1]=[C:12]3[C:13](=[O:15])[O:14][C:9]([CH3:17])([CH3:8])[O:10][C:11]3=[O:16])=[CH:28][C:27]([CH3:31])=[N:26]2)=[CH:32][CH:33]=1. (6) Given the reactants [CH2:1](N(CC)CC)[CH3:2].[B-](F)(F)(F)C=C.[K+].Br[C:16]1[S:20][C:19]([C:21]([C:24]2[N:28]([CH:29]3[CH2:31][CH2:30]3)[C:27]([CH:32]3[CH2:34][CH2:33]3)=[N:26][N:25]=2)([CH3:23])[CH3:22])=[CH:18][CH:17]=1, predict the reaction product. The product is: [CH:32]1([C:27]2[N:28]([CH:29]3[CH2:31][CH2:30]3)[C:24]([C:21]([CH3:23])([C:19]3[S:20][C:16]([CH:1]=[CH2:2])=[CH:17][CH:18]=3)[CH3:22])=[N:25][N:26]=2)[CH2:34][CH2:33]1. (7) The product is: [CH3:1][O:2][C:3]1[CH:4]=[CH:5][C:6]([N+:12]([O-:14])=[O:13])=[C:7]([CH:11]=1)[C:8]#[N:10]. Given the reactants [CH3:1][O:2][C:3]1[CH:4]=[CH:5][C:6]([N+:12]([O-:14])=[O:13])=[C:7]([CH:11]=1)[C:8]([NH2:10])=O.FC(F)(F)C(OC(=O)C(F)(F)F)=O.C(N(CC)CC)C, predict the reaction product. (8) The product is: [CH3:3][C:4]1[C:13]2[C:8](=[C:9]([C:19](=[O:21])[CH:20]=[CH:23][C:24]3[CH:29]=[CH:28][CH:27]=[CH:26][CH:25]=3)[C:10]([O:14][CH2:15][C:16]([CH3:17])=[CH2:31])=[CH:11][CH:12]=2)[O:7][C:6](=[O:22])[CH:5]=1. Given the reactants [OH-].[K+].[CH3:3][C:4]1[C:13]2[C:8](=[C:9]([C:19](=[O:21])[CH3:20])[C:10]([O:14][CH2:15][CH:16]=[CH:17]C)=[CH:11][CH:12]=2)[O:7][C:6](=[O:22])[CH:5]=1.[CH:23](=O)[C:24]1[CH:29]=[CH:28][CH:27]=[CH:26][CH:25]=1.[CH2:31](O)C, predict the reaction product. (9) The product is: [CH2:51]([O:50][C:48]([NH:27][S:24]([C:16]1[S:17][C:18]([CH2:20][CH:21]([CH3:22])[CH3:23])=[CH:19][C:15]=1[C:11]1[CH:12]=[CH:13][CH:14]=[C:9]([CH2:8][N:4]2[CH:5]=[CH:6][N:7]=[C:3]2[CH2:1][CH3:2])[CH:10]=1)(=[O:26])=[O:25])=[O:49])[CH2:52][CH2:53][CH3:54]. Given the reactants [CH2:1]([C:3]1[N:4]([CH2:8][C:9]2[CH:10]=[C:11]([C:15]3[CH:19]=[C:18]([CH2:20][CH:21]([CH3:23])[CH3:22])[S:17][C:16]=3[S:24]([NH:27]C(C)(C)C)(=[O:26])=[O:25])[CH:12]=[CH:13][CH:14]=2)[CH:5]=[CH:6][N:7]=1)[CH3:2].B(Cl)(Cl)Cl.N1(C2C=CC=CN=2)CCCC1.Cl[C:48]([O:50][CH2:51][CH2:52][CH2:53][CH3:54])=[O:49].C(O)(=O)CC(CC(O)=O)(C(O)=O)O, predict the reaction product.